Task: Predict the reactants needed to synthesize the given product.. Dataset: Full USPTO retrosynthesis dataset with 1.9M reactions from patents (1976-2016) (1) Given the product [CH2:38]([N:36]([CH3:37])[C:29]1[C:30]([C:32]([F:33])([F:34])[F:35])=[CH:31][C:25]2[NH:24][C:23](=[O:42])[CH2:22][C:21]([C:17]3[CH:16]=[C:15]([C:12]4[CH:11]=[CH:10][C:9]([S:6]([NH2:5])(=[O:8])=[O:7])=[CH:14][CH:13]=4)[CH:20]=[CH:19][CH:18]=3)=[N:27][C:26]=2[CH:28]=1)[CH:39]([CH3:41])[CH3:40], predict the reactants needed to synthesize it. The reactants are: C([NH:5][S:6]([C:9]1[CH:14]=[CH:13][C:12]([C:15]2[CH:20]=[CH:19][CH:18]=[C:17]([C:21]3[CH2:22][C:23](=[O:42])[NH:24][C:25]4[CH:31]=[C:30]([C:32]([F:35])([F:34])[F:33])[C:29]([N:36]([CH2:38][CH:39]([CH3:41])[CH3:40])[CH3:37])=[CH:28][C:26]=4[N:27]=3)[CH:16]=2)=[CH:11][CH:10]=1)(=[O:8])=[O:7])(C)(C)C.C(O)(C(F)(F)F)=O. (2) Given the product [OH:1][C:2]1[CH:6]([CH2:7][CH2:8][C:9]2[CH:14]=[CH:13][CH:12]=[CH:11][CH:10]=2)[NH:5][C:4](=[O:15])[C:3]=1[C:31](=[O:32])[CH2:30][CH2:29][S:28][CH3:27], predict the reactants needed to synthesize it. The reactants are: [OH:1][C:2]1[CH:6]([CH2:7][CH2:8][C:9]2[CH:14]=[CH:13][CH:12]=[CH:11][CH:10]=2)[NH:5][C:4](=[O:15])[CH:3]=1.CCN(CC)CC.C(Cl)CCl.[CH3:27][S:28][CH2:29][CH2:30][C:31](O)=[O:32].Cl.[Na+].[Cl-]. (3) Given the product [Br:1][C:2]1[CH:3]=[C:4]([C:18]([C:20]2[CH:21]=[N:22][C:23]([O:26][CH3:27])=[CH:24][CH:25]=2)=[O:19])[CH:5]=[C:6]([O:8][CH2:9][C:10]2[CH:15]=[CH:14][C:13]([O:16][CH3:17])=[CH:12][CH:11]=2)[CH:7]=1, predict the reactants needed to synthesize it. The reactants are: [Br:1][C:2]1[CH:3]=[C:4]([CH:18]([C:20]2[CH:21]=[N:22][C:23]([O:26][CH3:27])=[CH:24][CH:25]=2)[OH:19])[CH:5]=[C:6]([O:8][CH2:9][C:10]2[CH:15]=[CH:14][C:13]([O:16][CH3:17])=[CH:12][CH:11]=2)[CH:7]=1.CC(OI1(OC(C)=O)(OC(C)=O)OC(=O)C2C=CC=CC1=2)=O.C([O-])(O)=O.[Na+].[O-]S([O-])(=S)=O.[Na+].[Na+]. (4) Given the product [CH3:25][S:26][C:2]1[CH:7]=[C:6]([C:8]2[N:12]3[N:13]=[C:14]([NH:17][C@H:18]4[CH2:23][CH2:22][C@H:21]([OH:24])[CH2:20][CH2:19]4)[CH:15]=[CH:16][C:11]3=[N:10][CH:9]=2)[CH:5]=[CH:4][N:3]=1, predict the reactants needed to synthesize it. The reactants are: Cl[C:2]1[CH:7]=[C:6]([C:8]2[N:12]3[N:13]=[C:14]([NH:17][C@H:18]4[CH2:23][CH2:22][C@H:21]([OH:24])[CH2:20][CH2:19]4)[CH:15]=[CH:16][C:11]3=[N:10][CH:9]=2)[CH:5]=[CH:4][N:3]=1.[CH3:25][S-:26].[Na+]. (5) Given the product [CH2:1]([NH:3][C:34]([C:31]1[CH:30]=[C:29]([C:15]2[CH:16]=[C:17]([Cl:28])[C:18]([O:20][CH2:21][C:22]3[CH:27]=[CH:26][CH:25]=[CH:24][CH:23]=3)=[CH:19][C:14]=2[O:13][CH2:6][C:7]2[CH:12]=[CH:11][CH:10]=[CH:9][CH:8]=2)[O:33][N:32]=1)=[O:35])[CH3:2], predict the reactants needed to synthesize it. The reactants are: [CH2:1]([NH2:3])[CH3:2].CO.[CH2:6]([O:13][C:14]1[CH:19]=[C:18]([O:20][CH2:21][C:22]2[CH:27]=[CH:26][CH:25]=[CH:24][CH:23]=2)[C:17]([Cl:28])=[CH:16][C:15]=1[C:29]1[O:33][N:32]=[C:31]([C:34](OCC)=[O:35])[CH:30]=1)[C:7]1[CH:12]=[CH:11][CH:10]=[CH:9][CH:8]=1. (6) Given the product [N:56]1([S:58]([NH:61][C:34](=[O:35])[C:33]2[CH:37]=[C:29]([CH:26]3[CH2:28][CH2:27]3)[C:30]([O:39][CH2:40][C:41]34[CH2:50][CH:45]5[CH2:46][CH:47]([CH2:49][C:43]([OH:51])([CH2:44]5)[CH2:42]3)[CH2:48]4)=[CH:31][C:32]=2[F:38])(=[O:59])=[O:60])[CH2:55][CH2:54][CH2:57]1, predict the reactants needed to synthesize it. The reactants are: C12(COC3C(C4CC4)=CC(C(O)=O)=C(F)C=3)CC3CC(CC(C3)C1)C2.[CH:26]1([C:29]2[C:30]([O:39][CH2:40][C:41]34[CH2:50][CH:45]5[CH2:46][CH:47]([CH2:49][C:43]([OH:51])([CH2:44]5)[CH2:42]3)[CH2:48]4)=[CH:31][C:32]([F:38])=[C:33]([CH:37]=2)[C:34](O)=[O:35])[CH2:28][CH2:27]1.C([CH:54]1[CH2:57][N:56]([S:58]([NH2:61])(=[O:60])=[O:59])[CH2:55]1)#N.N1(S(N)(=O)=O)CCC1. (7) Given the product [CH:3]1([CH2:7][O:8][C:9]2[C:17]3[N:16]([CH2:18][CH2:19][CH:20]4[CH2:25][CH2:24][NH:23][CH2:22][CH2:21]4)[C:15](=[O:26])[N:14]([CH3:27])[C:13]=3[CH:12]=[CH:11][C:10]=2[C:28]2[C:29]3[CH:38]=[CH:37][NH:36][C:30]=3[C:31](=[O:35])[N:32]([CH3:34])[CH:33]=2)[CH2:6][CH2:5][CH2:4]1, predict the reactants needed to synthesize it. The reactants are: [OH-].[Na+].[CH:3]1([CH2:7][O:8][C:9]2[C:17]3[N:16]([CH2:18][CH2:19][CH:20]4[CH2:25][CH2:24][NH:23][CH2:22][CH2:21]4)[C:15](=[O:26])[N:14]([CH3:27])[C:13]=3[CH:12]=[CH:11][C:10]=2[C:28]2[C:29]3[CH:38]=[CH:37][N:36](S(C4C=CC(C)=CC=4)(=O)=O)[C:30]=3[C:31](=[O:35])[N:32]([CH3:34])[CH:33]=2)[CH2:6][CH2:5][CH2:4]1.